This data is from NCI-60 drug combinations with 297,098 pairs across 59 cell lines. The task is: Regression. Given two drug SMILES strings and cell line genomic features, predict the synergy score measuring deviation from expected non-interaction effect. (1) Drug 1: C1=C(C(=O)NC(=O)N1)N(CCCl)CCCl. Drug 2: CC1CCC2CC(C(=CC=CC=CC(CC(C(=O)C(C(C(=CC(C(=O)CC(OC(=O)C3CCCCN3C(=O)C(=O)C1(O2)O)C(C)CC4CCC(C(C4)OC)O)C)C)O)OC)C)C)C)OC. Cell line: SNB-19. Synergy scores: CSS=26.0, Synergy_ZIP=-12.7, Synergy_Bliss=-12.3, Synergy_Loewe=-10.4, Synergy_HSA=-8.42. (2) Drug 1: CC1C(C(=O)NC(C(=O)N2CCCC2C(=O)N(CC(=O)N(C(C(=O)O1)C(C)C)C)C)C(C)C)NC(=O)C3=C4C(=C(C=C3)C)OC5=C(C(=O)C(=C(C5=N4)C(=O)NC6C(OC(=O)C(N(C(=O)CN(C(=O)C7CCCN7C(=O)C(NC6=O)C(C)C)C)C)C(C)C)C)N)C. Drug 2: CC1=C(N=C(N=C1N)C(CC(=O)N)NCC(C(=O)N)N)C(=O)NC(C(C2=CN=CN2)OC3C(C(C(C(O3)CO)O)O)OC4C(C(C(C(O4)CO)O)OC(=O)N)O)C(=O)NC(C)C(C(C)C(=O)NC(C(C)O)C(=O)NCCC5=NC(=CS5)C6=NC(=CS6)C(=O)NCCC[S+](C)C)O. Cell line: LOX IMVI. Synergy scores: CSS=38.6, Synergy_ZIP=-12.5, Synergy_Bliss=-7.74, Synergy_Loewe=-4.40, Synergy_HSA=-2.59. (3) Drug 1: CC1C(C(CC(O1)OC2CC(CC3=C2C(=C4C(=C3O)C(=O)C5=C(C4=O)C(=CC=C5)OC)O)(C(=O)C)O)N)O.Cl. Drug 2: C1=NC2=C(N1)C(=S)N=C(N2)N. Cell line: DU-145. Synergy scores: CSS=39.2, Synergy_ZIP=-3.30, Synergy_Bliss=-2.75, Synergy_Loewe=-1.08, Synergy_HSA=-0.346. (4) Drug 1: C1CCC(CC1)NC(=O)N(CCCl)N=O. Drug 2: CC1C(C(CC(O1)OC2CC(CC3=C2C(=C4C(=C3O)C(=O)C5=C(C4=O)C(=CC=C5)OC)O)(C(=O)CO)O)N)O.Cl. Cell line: SW-620. Synergy scores: CSS=39.8, Synergy_ZIP=-4.24, Synergy_Bliss=-4.73, Synergy_Loewe=-1.75, Synergy_HSA=-1.12. (5) Drug 1: C1CC(C1)(C(=O)O)C(=O)O.[NH2-].[NH2-].[Pt+2]. Drug 2: C1CN(P(=O)(OC1)NCCCl)CCCl. Cell line: OVCAR-4. Synergy scores: CSS=-2.06, Synergy_ZIP=1.37, Synergy_Bliss=1.56, Synergy_Loewe=-3.78, Synergy_HSA=-3.63. (6) Drug 1: C1CCN(CC1)CCOC2=CC=C(C=C2)C(=O)C3=C(SC4=C3C=CC(=C4)O)C5=CC=C(C=C5)O. Drug 2: CC1=C(C=C(C=C1)NC2=NC=CC(=N2)N(C)C3=CC4=NN(C(=C4C=C3)C)C)S(=O)(=O)N.Cl. Cell line: NCIH23. Synergy scores: CSS=6.76, Synergy_ZIP=2.50, Synergy_Bliss=9.90, Synergy_Loewe=4.78, Synergy_HSA=4.83. (7) Drug 1: C1=C(C(=O)NC(=O)N1)F. Drug 2: CC1=C2C(C(=O)C3(C(CC4C(C3C(C(C2(C)C)(CC1OC(=O)C(C(C5=CC=CC=C5)NC(=O)C6=CC=CC=C6)O)O)OC(=O)C7=CC=CC=C7)(CO4)OC(=O)C)O)C)OC(=O)C. Cell line: SK-MEL-2. Synergy scores: CSS=44.9, Synergy_ZIP=-1.72, Synergy_Bliss=-3.46, Synergy_Loewe=-5.63, Synergy_HSA=-0.663. (8) Drug 1: CS(=O)(=O)CCNCC1=CC=C(O1)C2=CC3=C(C=C2)N=CN=C3NC4=CC(=C(C=C4)OCC5=CC(=CC=C5)F)Cl. Drug 2: C1CC(=O)NC(=O)C1N2C(=O)C3=CC=CC=C3C2=O. Cell line: OVCAR-5. Synergy scores: CSS=5.09, Synergy_ZIP=-2.88, Synergy_Bliss=-3.35, Synergy_Loewe=0.609, Synergy_HSA=-1.81.